Dataset: Experimentally validated miRNA-target interactions with 360,000+ pairs, plus equal number of negative samples. Task: Binary Classification. Given a miRNA mature sequence and a target amino acid sequence, predict their likelihood of interaction. (1) The miRNA is hsa-miR-5693 with sequence GCAGUGGCUCUGAAAUGAACUC. The protein sequence of the target gene is MATYLEFIQQNEERDGVRFSWNVWPSSRLEATRMVVPLACLLTPLKERPDLPPVQYEPVLCSRPTCKAVLNPLCQVDYRAKLWACNFCFQRNQFPPAYGGISEVNQPAELMPQFSTIEYVIQRGAQSPLIFLYVVDTCLEEDDLQALKESLQMSLSLLPPDALVGLITFGRMVQVHELSCEGISKSYVFRGTKDLTAKQIQDMLGLTKPAMPMQQARPAQPQEHPFASSRFLQPVHKIDMNLTDLLGELQRDPWPVTQGKRPLRSTGVALSIAVGLLEGTFPNTGARIMLFTGGPPTQGP.... Result: 1 (interaction). (2) The miRNA is mmu-miR-345-3p with sequence CCUGAACUAGGGGUCUGGAGAC. The protein sequence of the target gene is MNLQLVFWIGLISLICSVFGQTDKNRCLKANAKSCGECIQAGPNCGWCTNTTFLQEGMPTSARCDDLEALKKKGCHPSDIENPRGSQTIKKNKNVTNRSKGMAEKLRPEDITQIQPQQLLLKLRSGEPQKFTLKFKRAEDYPIDLYYLMDLSYSMKDDLENVKSLGTDLMNEMRRITSDFRIGFGSFVEKTVMPYISTTPAKLRNPCTSEQNCTSPFSYKNVLSLTDRGEFFNELVGQQRISGNLDSPEGGFDAIMQVAVCGSLIGWRNVTRLLVFSTDAGFHFAGDGKLGGIVLPNDGQ.... Result: 0 (no interaction).